From a dataset of Full USPTO retrosynthesis dataset with 1.9M reactions from patents (1976-2016). Predict the reactants needed to synthesize the given product. Given the product [N:55]1([S:59]([NH:62][C:40](=[O:42])[C:39]2[CH:43]=[C:44]([CH:45]=[CH2:46])[C:36]([O:35][C:27]3[CH:28]=[N:29][C:30]([O:31][CH:32]([CH3:33])[CH3:34])=[C:25]([Cl:24])[CH:26]=3)=[CH:37][C:38]=2[F:47])(=[O:61])=[O:60])[CH2:58][CH2:57][CH2:56]1, predict the reactants needed to synthesize it. The reactants are: ClC1C(OC2C=CC(Cl)=C(C(F)(F)F)C=2)=CC(F)=C(C=1)C(O)=O.[Cl:24][C:25]1[CH:26]=[C:27]([O:35][C:36]2[C:44]([CH:45]=[CH2:46])=[CH:43][C:39]([C:40]([OH:42])=O)=[C:38]([F:47])[CH:37]=2)[CH:28]=[N:29][C:30]=1[O:31][CH:32]([CH3:34])[CH3:33].CN(C)S(N)(=O)=O.[N:55]1([S:59]([NH2:62])(=[O:61])=[O:60])[CH2:58][CH2:57][CH2:56]1.